This data is from Reaction yield outcomes from USPTO patents with 853,638 reactions. The task is: Predict the reaction yield, written as a fraction of the theoretical maximum amount of product (1.0 means a 100% yield; for example, 0.34 means a 34% yield). (1) The reactants are [C:1]1([C:9](OC)=[O:10])([C:5]([O:7][CH3:8])=[O:6])[CH2:4][CH2:3][CH2:2]1.[H-].C([Al+]CC(C)C)C(C)C.C1(C)C=CC=CC=1. The catalyst is C(Cl)Cl. The product is [CH:9]([C:1]1([C:5]([O:7][CH3:8])=[O:6])[CH2:4][CH2:3][CH2:2]1)=[O:10]. The yield is 0.390. (2) The catalyst is CCOCC. The product is [CH2:32]([O:31][P:27]([C:25]([F:26])([F:24])[CH2:22][C@H:21]1[O:35][CH:47]([O:48][CH3:49])[CH2:19][CH2:20]1)([O:28][CH2:29][CH3:30])=[O:34])[CH3:33]. The yield is 0.310. The reactants are C(NC(C)C)(C)C.CN(P(N(C)C)(N(C)C)=O)C.[CH2:19]([Li])[CH2:20][CH2:21][CH3:22].[F:24][CH:25]([P:27](=[O:34])([O:31][CH2:32][CH3:33])[O:28][CH2:29][CH3:30])[F:26].[O-:35]S(C(F)(F)F)(=O)=O.[NH4+].[Cl-].C1[CH2:49][O:48][CH2:47]C1. (3) The reactants are [CH2:1]([N:3]([CH2:13][CH3:14])[C:4](=[O:12])[C:5]1[CH:10]=[CH:9][CH:8]=[N:7][C:6]=1[OH:11])[CH3:2].C([O-])([O-])=O.[K+].[K+].Cl[CH2:22][C:23]1[CH:28]=[CH:27][C:26]([CH2:29][OH:30])=[CH:25][CH:24]=1. The catalyst is CC(C)=O. The product is [CH2:13]([N:3]([CH2:1][CH3:2])[C:4](=[O:12])[C:5]1[CH:10]=[CH:9][CH:8]=[N:7][C:6]=1[O:11][CH2:22][C:23]1[CH:28]=[CH:27][C:26]([CH2:29][OH:30])=[CH:25][CH:24]=1)[CH3:14]. The yield is 0.903. (4) The product is [NH2:1][S:2]([NH:5][C:6]([C:8]1[CH:9]=[CH:10][C:11]2[C:12]([CH:32]3[CH2:37][CH2:36][CH2:35][CH2:34][CH2:33]3)=[C:13]3[C:19]4[CH:20]=[CH:21][C:22]([O:24][CH3:25])=[CH:23][C:18]=4[CH:17]=[C:16]([C:26]([OH:28])=[O:27])[CH2:15][N:14]3[C:30]=2[CH:31]=1)=[O:7])(=[O:3])=[O:4]. The catalyst is CO.O. The yield is 0.920. The reactants are [NH2:1][S:2]([NH:5][C:6]([C:8]1[CH:9]=[CH:10][C:11]2[C:12]([CH:32]3[CH2:37][CH2:36][CH2:35][CH2:34][CH2:33]3)=[C:13]3[C:19]4[CH:20]=[CH:21][C:22]([O:24][CH3:25])=[CH:23][C:18]=4[CH:17]=[C:16]([C:26]([O:28]C)=[O:27])[CH2:15][N:14]3[C:30]=2[CH:31]=1)=[O:7])(=[O:4])=[O:3].CO.[OH-].[Na+].Cl. (5) The reactants are [C:1]1([C@@H:7]([N@:9]2[CH2:11][CH:10]2[CH2:12][OH:13])[CH3:8])[CH:6]=[CH:5][CH:4]=[CH:3][CH:2]=1.CS(C)=O.C(Cl)(=O)C(Cl)=O.CCN(C(C)C)C(C)C. The catalyst is C(Cl)Cl. The product is [C:1]1([C@@H:7]([N@:9]2[CH2:11][CH:10]2[CH:12]=[O:13])[CH3:8])[CH:2]=[CH:3][CH:4]=[CH:5][CH:6]=1. The yield is 0.810. (6) The reactants are Br[CH2:2][C:3]([C:5]1[CH:10]=[CH:9][N:8]=[C:7]([CH3:11])[CH:6]=1)=O.[CH3:12][C:13]1[CH:14]=[C:15]([NH:19][C:20]([NH2:22])=[S:21])[CH:16]=[CH:17][CH:18]=1.N. The catalyst is CCO.O. The product is [CH3:12][C:13]1[CH:14]=[C:15]([NH:19][C:20]2[S:21][CH:2]=[C:3]([C:5]3[CH:10]=[CH:9][N:8]=[C:7]([CH3:11])[CH:6]=3)[N:22]=2)[CH:16]=[CH:17][CH:18]=1. The yield is 0.870. (7) The reactants are [CH:1](=[O:8])[C:2]1[CH:7]=[CH:6][CH:5]=[CH:4][CH:3]=1.[OH:9]/[N:10]=[C:11](\[CH3:20])/[C:12]([C:14]1[CH:19]=[CH:18][CH:17]=[CH:16][CH:15]=1)=O. The catalyst is Cl.O1CCOCC1. The product is [CH3:20][C:11]1[N+:10]([O-:9])=[C:1]([C:2]2[CH:7]=[CH:6][CH:5]=[CH:4][CH:3]=2)[O:8][C:12]=1[C:14]1[CH:19]=[CH:18][CH:17]=[CH:16][CH:15]=1. The yield is 0.517.